The task is: Predict the reaction yield, written as a fraction of the theoretical maximum amount of product (1.0 means a 100% yield; for example, 0.34 means a 34% yield).. This data is from Reaction yield outcomes from USPTO patents with 853,638 reactions. (1) The reactants are [NH:1]1[CH2:6][CH2:5][CH:4]([S:7]([C:10]2[CH:19]=[CH:18][C:17]3[C:12](=[CH:13][CH:14]=[CH:15][CH:16]=3)[N:11]=2)(=[O:9])=[O:8])[CH2:3][CH2:2]1.[Cl:20][C:21]1[CH:22]=[N:23][CH:24]=[C:25]([Cl:28])[C:26]=1Cl. No catalyst specified. The product is [Cl:20][C:21]1[CH:22]=[N:23][CH:24]=[C:25]([Cl:28])[C:26]=1[N:1]1[CH2:6][CH2:5][CH:4]([S:7]([C:10]2[CH:19]=[CH:18][C:17]3[C:12](=[CH:13][CH:14]=[CH:15][CH:16]=3)[N:11]=2)(=[O:9])=[O:8])[CH2:3][CH2:2]1. The yield is 0.160. (2) The reactants are [CH2:1]([C:4]1[C:12]([O:13][CH2:14][CH2:15][Si:16]([CH3:19])([CH3:18])[CH3:17])=[C:11]2[C:7]([CH2:8][O:9][C:10]2=[O:20])=[C:6]([CH3:21])[C:5]=1[CH2:22][CH3:23])[CH:2]=C.NC(N)=S.C[OH:29]. The catalyst is C(Cl)Cl.N1C=CC=CC=1. The product is [CH2:22]([C:5]1[C:6]([CH3:21])=[C:7]2[C:11]([C:10](=[O:20])[O:9][CH2:8]2)=[C:12]([O:13][CH2:14][CH2:15][Si:16]([CH3:18])([CH3:19])[CH3:17])[C:4]=1[CH2:1][CH:2]=[O:29])[CH3:23]. The yield is 0.690. (3) The reactants are Br[C:2]1[CH:7]=[CH:6][CH:5]=[CH:4][N:3]=1.[CH2:8]([C:12]1[S:13][C:14]2[C:20]([Cl:21])=[CH:19][CH:18]=[C:17]([F:22])[C:15]=2[N:16]=1)[CH2:9][C:10]#[CH:11]. No catalyst specified. The product is [Cl:21][C:20]1[C:14]2[S:13][C:12]([CH2:8][CH2:9][C:10]#[C:11][C:2]3[CH:7]=[CH:6][CH:5]=[CH:4][N:3]=3)=[N:16][C:15]=2[C:17]([F:22])=[CH:18][CH:19]=1. The yield is 0.110. (4) The reactants are O[C:2]1[CH:7]=[C:6]([C:8]([CH3:11])([CH3:10])[CH3:9])[N:5]=[CH:4][N:3]=1.P(Cl)(Cl)([Cl:14])=O. No catalyst specified. The product is [Cl:14][C:2]1[CH:7]=[C:6]([C:8]([CH3:11])([CH3:10])[CH3:9])[N:5]=[CH:4][N:3]=1. The yield is 0.780. (5) The reactants are [F:1][C:2]1[C:3]([NH:12][C:13]2[CH:18]=[CH:17][C:16]([I:19])=[CH:15][C:14]=2[F:20])=[C:4]([CH:8]=[CH:9][C:10]=1[F:11])[C:5]([OH:7])=O.Cl.CN(C)CCCN=C=NCC.Cl.[OH:34][CH:35]([C:37]1([OH:41])[CH2:40][NH:39][CH2:38]1)[CH3:36].C(OCC)(=O)C. The catalyst is CN(C)C1C=CN=CC=1.CN(C=O)C. The product is [F:1][C:2]1[C:3]([NH:12][C:13]2[CH:18]=[CH:17][C:16]([I:19])=[CH:15][C:14]=2[F:20])=[C:4]([C:5]([N:39]2[CH2:40][C:37]([CH:35]([OH:34])[CH3:36])([OH:41])[CH2:38]2)=[O:7])[CH:8]=[CH:9][C:10]=1[F:11]. The yield is 0.650. (6) The reactants are [NH2:1][C:2]1[CH:3]=[C:4]([CH:17]=[CH:18][CH:19]=1)[O:5][C:6]1[C:15]2[NH:14][C:13](=[O:16])[CH:12]=[N:11][C:10]=2[N:9]=[CH:8][CH:7]=1.[C:20]([C:24]1[CH:25]=[C:26]([CH:30]=[CH:31][CH:32]=1)[C:27](Cl)=[O:28])([CH3:23])([CH3:22])[CH3:21]. No catalyst specified. The product is [C:20]([C:24]1[CH:25]=[C:26]([CH:30]=[CH:31][CH:32]=1)[C:27]([NH:1][C:2]1[CH:19]=[CH:18][CH:17]=[C:4]([O:5][C:6]2[C:15]3[NH:14][C:13](=[O:16])[CH:12]=[N:11][C:10]=3[N:9]=[CH:8][CH:7]=2)[CH:3]=1)=[O:28])([CH3:23])([CH3:21])[CH3:22]. The yield is 0.220. (7) The reactants are Cl[C:2]1[N:7]=[C:6]([NH:8][C:9]2[CH:14]=[CH:13][C:12]3[O:15][CH2:16][CH2:17][O:18][C:11]=3[CH:10]=2)[C:5]([F:19])=[CH:4][N:3]=1.[NH2:20][C:21]1[CH:22]=[N:23][CH:24]=[CH:25][CH:26]=1.CC(C)([O-])C.[Na+].C1C=CC(P(C2C=CC3C(=CC=CC=3)C=2C2C3C(=CC=CC=3)C=CC=2P(C2C=CC=CC=2)C2C=CC=CC=2)C2C=CC=CC=2)=CC=1.C(N(CC)C(C)C)(C)C. The catalyst is C1(C)C=CC=CC=1.C([O-])(=O)C.[Pd+2].C([O-])(=O)C. The product is [CH2:17]1[CH2:16][O:15][C:12]2[CH:13]=[CH:14][C:9]([NH:8][C:6]3[C:5]([F:19])=[CH:4][N:3]=[C:2]([NH:20][C:21]4[CH:22]=[N:23][CH:24]=[CH:25][CH:26]=4)[N:7]=3)=[CH:10][C:11]=2[O:18]1. The yield is 0.140.